Dataset: Forward reaction prediction with 1.9M reactions from USPTO patents (1976-2016). Task: Predict the product of the given reaction. (1) Given the reactants Cl[C:2]1[C:14]2[C:13]3[CH:12]=[CH:11][CH:10]=[CH:9][C:8]=3[NH:7][C:6]=2[C:5]([C:15]([NH2:17])=[O:16])=[CH:4][N:3]=1.[NH4+:18].[OH-], predict the reaction product. The product is: [NH2:18][C:2]1[C:14]2[C:13]3[CH:12]=[CH:11][CH:10]=[CH:9][C:8]=3[NH:7][C:6]=2[C:5]([C:15]([NH2:17])=[O:16])=[CH:4][N:3]=1. (2) Given the reactants [N:1]1[C:10]2[CH2:9][CH2:8][CH2:7][C@@H:6]([NH:11][C:12](=[O:14])[CH3:13])[C:5]=2[N:4]=[CH:3][CH:2]=1.[CH3:15][C:16]([O:19][C:20](O[C:20]([O:19][C:16]([CH3:18])([CH3:17])[CH3:15])=[O:21])=[O:21])([CH3:18])[CH3:17], predict the reaction product. The product is: [C:12]([N:11]([C@@H:6]1[CH2:7][CH2:8][CH2:9][C:10]2[N:1]=[CH:2][CH:3]=[N:4][C:5]1=2)[C:20](=[O:21])[O:19][C:16]([CH3:18])([CH3:17])[CH3:15])(=[O:14])[CH3:13].